This data is from Peptide-MHC class II binding affinity with 134,281 pairs from IEDB. The task is: Regression. Given a peptide amino acid sequence and an MHC pseudo amino acid sequence, predict their binding affinity value. This is MHC class II binding data. (1) The binding affinity (normalized) is 0.0942. The MHC is DRB3_0202 with pseudo-sequence DRB3_0202. The peptide sequence is KGSNPNYLALLVKYV. (2) The peptide sequence is QWKTANEAVQDPKFW. The MHC is HLA-DQA10201-DQB10303 with pseudo-sequence HLA-DQA10201-DQB10303. The binding affinity (normalized) is 0.336. (3) The peptide sequence is CGSYVTKTSGSAASM. The MHC is DRB1_0301 with pseudo-sequence DRB1_0301. The binding affinity (normalized) is 0.417. (4) The peptide sequence is AYCLWMMLLISQAEAALELIT. The MHC is DRB1_1501 with pseudo-sequence DRB1_1501. The binding affinity (normalized) is 0.